From a dataset of Full USPTO retrosynthesis dataset with 1.9M reactions from patents (1976-2016). Predict the reactants needed to synthesize the given product. Given the product [CH3:26][O:25][CH2:24][N:20]1[C:19]2[CH:27]=[CH:28][C:16]([CH:14]([C:11]3[CH:12]=[CH:13][N:9]([C:6]4[N:7]=[CH:8][C:3]([CH:2]=[O:1])=[CH:4][CH:5]=4)[N:10]=3)[CH3:15])=[CH:17][C:18]=2[S:22][C:21]1=[O:23], predict the reactants needed to synthesize it. The reactants are: [OH:1][CH2:2][C:3]1[CH:4]=[CH:5][C:6]([N:9]2[CH:13]=[CH:12][C:11]([CH:14]([C:16]3[CH:28]=[CH:27][C:19]4[N:20]([CH2:24][O:25][CH3:26])[C:21](=[O:23])[S:22][C:18]=4[CH:17]=3)[CH3:15])=[N:10]2)=[N:7][CH:8]=1.